From a dataset of Forward reaction prediction with 1.9M reactions from USPTO patents (1976-2016). Predict the product of the given reaction. (1) Given the reactants [CH3:1][O:2][NH:3][C:4](=[O:10])[O:5][C:6]([CH3:9])([CH3:8])[CH3:7].[H-].[Na+].Cl[CH2:14][CH2:15][C:16]([C:18]1[CH:23]=[CH:22][CH:21]=[CH:20][CH:19]=1)=[O:17], predict the reaction product. The product is: [CH3:1][O:2][N:3]([CH2:14][CH2:15][C:16](=[O:17])[C:18]1[CH:23]=[CH:22][CH:21]=[CH:20][CH:19]=1)[C:4](=[O:10])[O:5][C:6]([CH3:9])([CH3:8])[CH3:7]. (2) The product is: [Si:13]([O:30][CH2:31][CH2:32][O:33][CH2:34][C@H:35]([OH:40])[C:36]([NH:12][C:9]1[CH:8]=[CH:7][C:6]([Cl:5])=[CH:11][N:10]=1)=[O:37])([C:26]([CH3:29])([CH3:27])[CH3:28])([C:20]1[CH:25]=[CH:24][CH:23]=[CH:22][CH:21]=1)[C:14]1[CH:15]=[CH:16][CH:17]=[CH:18][CH:19]=1. Given the reactants C[Al](C)C.[Cl:5][C:6]1[CH:7]=[CH:8][C:9]([NH2:12])=[N:10][CH:11]=1.[Si:13]([O:30][CH2:31][CH2:32][O:33][CH2:34][C@H:35]([OH:40])[C:36](OC)=[O:37])([C:26]([CH3:29])([CH3:28])[CH3:27])([C:20]1[CH:25]=[CH:24][CH:23]=[CH:22][CH:21]=1)[C:14]1[CH:19]=[CH:18][CH:17]=[CH:16][CH:15]=1.C(O)(=O)CC(CC(O)=O)(C(O)=O)O, predict the reaction product. (3) Given the reactants Cl[C:2]1[C:7]([N+:8]([O-:10])=[O:9])=[C:6]([NH:11][CH2:12][C:13]2[O:17][N:16]=[C:15]([C:18]3[CH:23]=[CH:22][C:21]([F:24])=[CH:20][CH:19]=3)[CH:14]=2)[C:5]([CH3:25])=[C:4]([CH3:26])[N:3]=1.C(N(CC)CC)C.[CH3:34][O:35][C:36]1[CH:52]=[CH:51][C:39]([CH2:40][NH:41][CH2:42][C:43]2[CH:48]=[CH:47][C:46]([O:49][CH3:50])=[CH:45][CH:44]=2)=[CH:38][CH:37]=1, predict the reaction product. The product is: [F:24][C:21]1[CH:22]=[CH:23][C:18]([C:15]2[CH:14]=[C:13]([CH2:12][NH:11][C:6]3[C:5]([CH3:25])=[C:4]([CH3:26])[N:3]=[C:2]([N:41]([CH2:40][C:39]4[CH:38]=[CH:37][C:36]([O:35][CH3:34])=[CH:52][CH:51]=4)[CH2:42][C:43]4[CH:44]=[CH:45][C:46]([O:49][CH3:50])=[CH:47][CH:48]=4)[C:7]=3[N+:8]([O-:10])=[O:9])[O:17][N:16]=2)=[CH:19][CH:20]=1. (4) Given the reactants [CH3:1][C:2]1[C:6]([CH2:7][S:8][CH2:9][C:10]([OH:12])=O)=[C:5]([CH3:13])[O:4][N:3]=1.[C:14]1([CH3:26])[CH:19]=[CH:18][CH:17]=[C:16]([N:20]2[CH2:25][CH2:24][NH:23][CH2:22][CH2:21]2)[CH:15]=1.CCN(CC)CC.C(P1(=O)OP(CCC)(=O)OP(CCC)(=O)O1)CC, predict the reaction product. The product is: [CH3:1][C:2]1[C:6]([CH2:7][S:8][CH2:9][C:10]([N:23]2[CH2:24][CH2:25][N:20]([C:16]3[CH:15]=[C:14]([CH3:26])[CH:19]=[CH:18][CH:17]=3)[CH2:21][CH2:22]2)=[O:12])=[C:5]([CH3:13])[O:4][N:3]=1. (5) Given the reactants Br[C:2]1[CH:3]=[C:4]2[C:8](=[C:9]([C:11]([NH2:13])=[O:12])[CH:10]=1)[NH:7][CH:6]=[C:5]2[CH:14]1[CH2:19][CH2:18][S:17](=[O:21])(=[O:20])[CH2:16][CH2:15]1.[CH3:22][C:23]([O:41][Si:42]([CH2:47][CH3:48])([CH2:45][CH3:46])[CH2:43][CH3:44])([CH3:40])[CH2:24][CH2:25][C:26]1[S:27][C:28](B2OC(C)(C)C(C)(C)O2)=[CH:29][CH:30]=1.C(=O)([O-])[O-].[K+].[K+].O, predict the reaction product. The product is: [O:20]=[S:17]1(=[O:21])[CH2:18][CH2:19][CH:14]([C:5]2[C:4]3[C:8](=[C:9]([C:11]([NH2:13])=[O:12])[CH:10]=[C:2]([C:28]4[S:27][C:26]([CH2:25][CH2:24][C:23]([CH3:40])([O:41][Si:42]([CH2:47][CH3:48])([CH2:43][CH3:44])[CH2:45][CH3:46])[CH3:22])=[CH:30][CH:29]=4)[CH:3]=3)[NH:7][CH:6]=2)[CH2:15][CH2:16]1.